Task: Predict the reaction yield, written as a fraction of the theoretical maximum amount of product (1.0 means a 100% yield; for example, 0.34 means a 34% yield).. Dataset: Reaction yield outcomes from USPTO patents with 853,638 reactions (1) The reactants are [C:1]([C:3]1[CH:8]=[CH:7][C:6]([NH:9][C:10](=[O:19])[C:11]2[C:16]([F:17])=[CH:15][CH:14]=[CH:13][C:12]=2[F:18])=[CH:5][CH:4]=1)#[CH:2].Br[C:21]1[CH:22]=[N:23][CH:24]=[C:25]([CH:38]=1)[C:26]([N:28]=[S@@:29]([CH3:37])(=[O:36])[C:30]1[CH:35]=[CH:34][CH:33]=[CH:32][CH:31]=1)=[O:27]. No catalyst specified. The product is [F:17][C:16]1[CH:15]=[CH:14][CH:13]=[C:12]([F:18])[C:11]=1[C:10]([NH:9][C:6]1[CH:5]=[CH:4][C:3]([C:1]#[C:2][C:21]2[CH:22]=[N:23][CH:24]=[C:25]([CH:38]=2)[C:26]([N:28]=[S@@:29]([CH3:37])(=[O:36])[C:30]2[CH:35]=[CH:34][CH:33]=[CH:32][CH:31]=2)=[O:27])=[CH:8][CH:7]=1)=[O:19]. The yield is 0.740. (2) The reactants are [CH3:1][C:2]1[CH:3]=[CH:4][C:5]([NH:21][C:22]([C:24]2[CH:25]=[CH:26][C:27]([CH2:30][N:31]3[CH2:36][CH2:35][N:34]([CH3:37])[CH2:33][CH2:32]3)=[CH:28][CH:29]=2)=[O:23])=[CH:6][C:7]=1[NH:8][C:9]1[N:10]=[CH:11][CH:12]=[C:13]([C:15]2[CH:16]=[CH:17][CH:18]=[N:19][CH:20]=2)[N:14]=1.[Cl:38][CH:39]([Cl:43])[C:40]([OH:42])=[O:41]. The catalyst is C(O)(C)C. The product is [CH3:1][C:2]1[CH:3]=[CH:4][C:5]([NH:21][C:22]([C:24]2[CH:29]=[CH:28][C:27]([CH2:30][N:31]3[CH2:32][CH2:33][N:34]([CH3:37])[CH2:35][CH2:36]3)=[CH:26][CH:25]=2)=[O:23])=[CH:6][C:7]=1[NH:8][C:9]1[N:10]=[CH:11][CH:12]=[C:13]([C:15]2[CH:16]=[CH:17][CH:18]=[N:19][CH:20]=2)[N:14]=1.[Cl:38][CH:39]([Cl:43])[C:40]([O-:42])=[O:41]. The yield is 1.00. (3) The reactants are Br[C:2]1[CH:20]=[CH:19][C:5]([CH2:6][N:7]2[CH:11]=[C:10]([C:12]3[C:13]([NH2:18])=[N:14][CH:15]=[CH:16][CH:17]=3)[CH:9]=[N:8]2)=[CH:4][CH:3]=1.[O:21]1[CH2:26]CO[CH2:23][CH2:22]1.C(=O)([O-])[O-].[Cs+].[Cs+].C1(P(C2C=CC=CC=2)C2C=CC3C(=CC=CC=3)C=2C2C3C(=CC=CC=3)C=CC=2P(C2C=CC=CC=2)C2C=CC=CC=2)C=CC=CC=1. The catalyst is C([O-])(=O)C.[Pd+2].C([O-])(=O)C.C(OCC)(=O)C.O. The product is [CH2:22]([O:21][CH2:26][C:2]1[CH:20]=[CH:19][C:5]([CH2:6][N:7]2[CH:11]=[C:10]([C:12]3[C:13]([NH2:18])=[N:14][CH:15]=[CH:16][CH:17]=3)[CH:9]=[N:8]2)=[CH:4][CH:3]=1)[CH3:23]. The yield is 0.170. (4) The reactants are [N+:1]([C:4]1[CH:19]=[CH:18][C:7]([CH2:8][N:9]2[C:13]([C:14]([O:16][CH3:17])=[O:15])=[N:12][CH:11]=[N:10]2)=[CH:6][CH:5]=1)([O-])=O. The catalyst is [C].[Pd].C(O)C. The product is [NH2:1][C:4]1[CH:5]=[CH:6][C:7]([CH2:8][N:9]2[C:13]([C:14]([O:16][CH3:17])=[O:15])=[N:12][CH:11]=[N:10]2)=[CH:18][CH:19]=1. The yield is 0.760. (5) The reactants are [C:1]([O:5][C:6]([NH:8][CH:9]1[C:27](=[O:28])[N:26]2[CH:22]([CH2:23][CH:24]([O:29][C:30]3[C:39]4[C:34](=[CH:35][CH:36]=[CH:37][CH:38]=4)[CH:33]=[CH:32][N:31]=3)[CH2:25]2)[C:21](=[O:40])[NH:20][C:19]2([C:41](O)=[O:42])[CH:17]([CH2:18]2)[CH:16]=[CH:15][CH2:14][CH2:13][CH2:12][CH2:11][CH2:10]1)=[O:7])([CH3:4])([CH3:3])[CH3:2].C1N=CN(C(N2C=NC=C2)=O)C=1.[CH:56]([S:59]([NH2:62])(=[O:61])=[O:60])([CH3:58])[CH3:57].C1CCN2C(=NCCC2)CC1. The catalyst is C1COCC1.CO.C(Cl)Cl. The product is [C:1]([O:5][C:6](=[O:7])[NH:8][CH:9]1[C:27](=[O:28])[N:26]2[CH:22]([CH2:23][CH:24]([O:29][C:30]3[C:39]4[C:34](=[CH:35][CH:36]=[CH:37][CH:38]=4)[CH:33]=[CH:32][N:31]=3)[CH2:25]2)[C:21](=[O:40])[NH:20][C:19]2([C:41]([NH:62][S:59]([CH:56]([CH3:58])[CH3:57])(=[O:61])=[O:60])=[O:42])[CH:17]([CH2:18]2)[CH:16]=[CH:15][CH2:14][CH2:13][CH2:12][CH2:11][CH2:10]1)([CH3:2])([CH3:3])[CH3:4]. The yield is 0.710. (6) The reactants are [C:1]1([CH3:11])[CH:6]=[CH:5][C:4]([S:7]([NH2:10])(=[O:9])=[O:8])=[CH:3][CH:2]=1.[H-].[Na+].Br[CH2:15][C:16]1[C:21]([CH2:22]Br)=[C:20]([F:24])[CH:19]=[CH:18][C:17]=1[F:25]. The catalyst is CN(C)C=O. The product is [F:24][C:20]1[CH:19]=[CH:18][C:17]([F:25])=[C:16]2[C:21]=1[CH2:22][N:10]([S:7]([C:4]1[CH:3]=[CH:2][C:1]([CH3:11])=[CH:6][CH:5]=1)(=[O:8])=[O:9])[CH2:15]2. The yield is 0.560.